Dataset: Peptide-MHC class II binding affinity with 134,281 pairs from IEDB. Task: Regression. Given a peptide amino acid sequence and an MHC pseudo amino acid sequence, predict their binding affinity value. This is MHC class II binding data. (1) The peptide sequence is DLEKYVEDTKIDLWS. The MHC is DRB1_0405 with pseudo-sequence DRB1_0405. The binding affinity (normalized) is 0.180. (2) The peptide sequence is QKLIEDVNASFRAAM. The MHC is HLA-DQA10301-DQB10302 with pseudo-sequence HLA-DQA10301-DQB10302. The binding affinity (normalized) is 0.350.